The task is: Predict the reactants needed to synthesize the given product.. This data is from Full USPTO retrosynthesis dataset with 1.9M reactions from patents (1976-2016). (1) Given the product [O:1]([C:15]1[CH:20]=[CH:19][C:18]([C@@H:21]2[C@@H:24]([CH2:25][CH2:26][C@@H:27]([C:29]3[CH:34]=[CH:33][C:32]([F:35])=[CH:31][CH:30]=3)[OH:28])[C:23](=[O:36])[N:22]2[C:37]2[CH:42]=[CH:41][C:40]([CH2:43][CH2:44][CH2:45][NH:46][S:47]([CH3:50])(=[O:49])=[O:48])=[CH:39][CH:38]=2)=[CH:17][CH:16]=1)[C@@H:2]1[O:10][C@H:9]([C:11]([OH:13])=[O:12])[C@@H:7]([OH:8])[C@H:5]([OH:6])[C@H:3]1[OH:4], predict the reactants needed to synthesize it. The reactants are: [O:1]([C:15]1[CH:20]=[CH:19][C:18]([C@@H:21]2[C@@H:24]([CH2:25][CH2:26][C@@H:27]([C:29]3[CH:34]=[CH:33][C:32]([F:35])=[CH:31][CH:30]=3)[OH:28])[C:23](=[O:36])[N:22]2[C:37]2[CH:42]=[CH:41][C:40]([CH2:43][CH2:44][CH2:45][NH:46][S:47]([CH3:50])(=[O:49])=[O:48])=[CH:39][CH:38]=2)=[CH:17][CH:16]=1)[C@@H:2]1[O:10][C@H:9]([C:11]([O:13]C)=[O:12])[C@@H:7]([OH:8])[C@H:5]([OH:6])[C@H:3]1[OH:4]. (2) Given the product [Cl:23][C:24]1[CH:29]=[C:28]([Cl:30])[CH:27]=[CH:26][C:25]=1[CH:31]([N:7]1[C:8]([CH2:10][CH2:11][C:12]([O:14][CH2:15][CH3:16])=[O:13])=[CH:9][C:5]([O:4][CH2:1][CH2:2][CH3:3])=[N:6]1)[CH3:32], predict the reactants needed to synthesize it. The reactants are: [CH2:1]([O:4][C:5]1[CH:9]=[C:8]([CH2:10][CH2:11][C:12]([O:14][CH2:15][CH3:16])=[O:13])[NH:7][N:6]=1)[CH2:2][CH3:3].C(=O)([O-])[O-].[K+].[K+].[Cl:23][C:24]1[CH:29]=[C:28]([Cl:30])[CH:27]=[CH:26][C:25]=1[CH:31](Cl)[CH3:32].CN(C)C=O.